This data is from Full USPTO retrosynthesis dataset with 1.9M reactions from patents (1976-2016). The task is: Predict the reactants needed to synthesize the given product. (1) Given the product [CH3:1][C:2]1[O:6][C:5]([C:7]2[CH:31]=[CH:30][C:10]([O:11][C:12]3[CH:13]=[C:14]([CH:19]=[C:20]([O:22][CH:23]4[CH2:27][CH2:26][N:25]([CH3:28])[C:24]4=[O:29])[CH:21]=3)[C:15]([OH:17])=[O:16])=[CH:9][CH:8]=2)=[N:4][N:3]=1, predict the reactants needed to synthesize it. The reactants are: [CH3:1][C:2]1[O:6][C:5]([C:7]2[CH:31]=[CH:30][C:10]([O:11][C:12]3[CH:13]=[C:14]([CH:19]=[C:20]([O:22][CH:23]4[CH2:27][CH2:26][N:25]([CH3:28])[C:24]4=[O:29])[CH:21]=3)[C:15]([O:17]C)=[O:16])=[CH:9][CH:8]=2)=[N:4][N:3]=1.CO.[OH-].[Na+]. (2) Given the product [Br:12][C:13]1[CH:14]=[C:15]([CH:16]=[CH:17][C:18]=1[F:19])[CH:20]=[C:3]1[C:4]2[CH2:5][CH2:6][CH2:7][CH2:8][C:9]=2[C:1](=[O:11])[O:2]1, predict the reactants needed to synthesize it. The reactants are: [C:1]1(=[O:11])[C:9]2[CH2:8][CH2:7][CH2:6][CH2:5][C:4]=2[C:3](=O)[O:2]1.[Br:12][C:13]1[CH:14]=[C:15]([CH2:20]C(O)=O)[CH:16]=[CH:17][C:18]=1[F:19].C([O-])(=O)C.[Na+]. (3) Given the product [CH3:1][O:2][C:3](=[O:24])[C:4]([C:9]1[NH:10][C:11]2[C:16]([C:17]=1[CH2:18][CH2:19][N:20]=[N+:21]=[N-:22])=[CH:15][CH:14]=[C:13]([F:23])[CH:12]=2)([CH3:25])[C:5]([O:7][CH3:8])=[O:6], predict the reactants needed to synthesize it. The reactants are: [CH3:1][O:2][C:3](=[O:24])[CH:4]([C:9]1[NH:10][C:11]2[C:16]([C:17]=1[CH2:18][CH2:19][N:20]=[N+:21]=[N-:22])=[CH:15][CH:14]=[C:13]([F:23])[CH:12]=2)[C:5]([O:7][CH3:8])=[O:6].[CH3:25][O-].[Na+].CI. (4) Given the product [OH:17][C:10]1[C:11]2[C:16](=[N:15][CH:14]=[CH:13][CH:12]=2)[N:7]([C:1]2[CH:2]=[CH:3][CH:4]=[CH:5][CH:6]=2)[C:8](=[O:29])[C:9]=1[C:56](=[O:57])[CH:55]([C:58]1[CH:59]=[CH:60][CH:61]=[CH:62][CH:63]=1)[CH2:30][CH3:31], predict the reactants needed to synthesize it. The reactants are: [C:1]1([N:7]2[C:16]3[C:11](=[CH:12][CH:13]=[CH:14][N:15]=3)[C:10]([O:17]C(=O)C(C3C=CC=CC=3)CC)=[CH:9][C:8]2=[O:29])[CH:6]=[CH:5][CH:4]=[CH:3][CH:2]=1.[CH2:30](N(CC)CC)[CH3:31].[C-]#N.[K+].C1[O:57][CH2:56][CH2:55]OCCOCCOCCOCCOC1.[C:58]1(C)[CH:63]=[CH:62][CH:61]=[CH:60][CH:59]=1. (5) The reactants are: [Cl:1][C:2]1[CH:3]=[C:4]([CH:16]=[CH:17][CH:18]=1)[O:5][C:6]1[CH:11]=[CH:10][C:9]([N+:12]([O-])=O)=[C:8]([CH3:15])[CH:7]=1.[Cl-].[NH4+]. Given the product [Cl:1][C:2]1[CH:3]=[C:4]([CH:16]=[CH:17][CH:18]=1)[O:5][C:6]1[CH:11]=[CH:10][C:9]([NH2:12])=[C:8]([CH3:15])[CH:7]=1, predict the reactants needed to synthesize it. (6) Given the product [Cl:26][C:20]1[CH:21]=[C:22]([I:25])[CH:23]=[CH:24][C:19]=1[NH:18][C:11]1[C:12]([F:17])=[C:13]([F:16])[CH:14]=[CH:15][C:10]=1[C:9]([NH:32][O:33][CH2:34][CH2:35][OH:36])=[O:27], predict the reactants needed to synthesize it. The reactants are: FC1C(O[C:9](=[O:27])[C:10]2[CH:15]=[CH:14][C:13]([F:16])=[C:12]([F:17])[C:11]=2[NH:18][C:19]2[CH:24]=[CH:23][C:22]([I:25])=[CH:21][C:20]=2[Cl:26])=C(F)C(F)=C(F)C=1F.[NH2:32][O:33][CH2:34][CH2:35][OH:36].C(N(CC)C(C)C)(C)C. (7) The reactants are: Br[C:2]1[CH:3]=[C:4]2[C:8](=[CH:9][CH:10]=1)[N:7]([CH2:11][O:12][CH2:13][CH2:14][Si:15]([CH3:18])([CH3:17])[CH3:16])[N:6]=[C:5]2[NH:19][C:20]([C:22]1[C:23](=[O:37])[N:24]([CH2:28][C:29]2[CH:34]=[CH:33][C:32]([F:35])=[C:31]([F:36])[CH:30]=2)[CH:25]=[CH:26][CH:27]=1)=[O:21].[C:38]1([S:44]([N:47]2[C:51]3=[N:52][CH:53]=[CH:54][CH:55]=[C:50]3[C:49](B3OC(C)(C)C(C)(C)O3)=[CH:48]2)(=[O:46])=[O:45])[CH:43]=[CH:42][CH:41]=[CH:40][CH:39]=1.ClCCl.O1CCOCC1.C(=O)([O-])[O-].[Na+].[Na+]. Given the product [C:38]1([S:44]([N:47]2[C:51]3=[N:52][CH:53]=[CH:54][CH:55]=[C:50]3[C:49]([C:2]3[CH:3]=[C:4]4[C:8](=[CH:9][CH:10]=3)[N:7]([CH2:11][O:12][CH2:13][CH2:14][Si:15]([CH3:17])([CH3:18])[CH3:16])[N:6]=[C:5]4[NH:19][C:20]([C:22]3[C:23](=[O:37])[N:24]([CH2:28][C:29]4[CH:34]=[CH:33][C:32]([F:35])=[C:31]([F:36])[CH:30]=4)[CH:25]=[CH:26][CH:27]=3)=[O:21])=[CH:48]2)(=[O:46])=[O:45])[CH:39]=[CH:40][CH:41]=[CH:42][CH:43]=1, predict the reactants needed to synthesize it.